The task is: Predict hERG channel inhibition at various concentrations.. This data is from hERG Central: cardiac toxicity at 1µM, 10µM, and general inhibition. (1) The molecule is COCCn1c(SCC(=O)Nc2ccc(Cl)cn2)nnc1-c1ccncc1. Results: hERG_inhib (hERG inhibition (general)): blocker. (2) The drug is Cc1sc2ncnc(NCC(C)(C)N3CCOCC3)c2c1C. Results: hERG_inhib (hERG inhibition (general)): blocker. (3) The drug is O=c1[nH]c2ccccc2cc1CN(CC1CCCO1)S(=O)(=O)c1ccc(Cl)cc1. Results: hERG_inhib (hERG inhibition (general)): blocker. (4) The molecule is Cc1ccc(CN2CCN(CC(=O)N/N=C/c3ccccc3F)CC2)cc1. Results: hERG_inhib (hERG inhibition (general)): blocker.